Dataset: Full USPTO retrosynthesis dataset with 1.9M reactions from patents (1976-2016). Task: Predict the reactants needed to synthesize the given product. (1) The reactants are: [O:1]=[C:2]1[C@@H:8]([NH:9]C(=O)OC(C)(C)C)[CH2:7][CH2:6][CH2:5][CH2:4][N:3]1[CH2:17][C:18]1[CH:19]=[N:20][CH:21]=[CH:22][CH:23]=1.FC(F)(F)C(O)=O. Given the product [NH2:9][C@H:8]1[CH2:7][CH2:6][CH2:5][CH2:4][N:3]([CH2:17][C:18]2[CH:19]=[N:20][CH:21]=[CH:22][CH:23]=2)[C:2]1=[O:1], predict the reactants needed to synthesize it. (2) Given the product [ClH:40].[ClH:40].[C:1]12([CH2:11][C:12]([NH:14][C:15]3[C:24]([CH3:25])=[CH:23][CH:22]=[C:21]4[C:16]=3[CH:17]=[CH:18][C:19]([N:26]3[CH2:27][CH2:28][CH:29]([NH2:32])[CH2:30][CH2:31]3)=[N:20]4)=[O:13])[CH2:8][CH:7]3[CH2:9][CH:3]([CH2:4][CH:5]([CH2:6]3)[CH2:10]1)[CH2:2]2, predict the reactants needed to synthesize it. The reactants are: [C:1]12([CH2:11][C:12]([NH:14][C:15]3[C:24]([CH3:25])=[CH:23][CH:22]=[C:21]4[C:16]=3[CH:17]=[CH:18][C:19]([N:26]3[CH2:31][CH2:30][CH:29]([NH:32]C(=O)OC(C)(C)C)[CH2:28][CH2:27]3)=[N:20]4)=[O:13])[CH2:10][CH:5]3[CH2:6][CH:7]([CH2:9][CH:3]([CH2:4]3)[CH2:2]1)[CH2:8]2.[ClH:40].[OH-].[Na+]. (3) Given the product [CH2:26]([NH:28][C:29](=[O:49])[NH:30][C:31]1[N:36]=[CH:35][C:34]([C:3]2[CH:4]=[C:5]3[C:10](=[N:11][C:2]=2[F:1])[N:9]([C@@H:12]([C:15]([CH3:18])([CH3:16])[CH3:17])[CH2:13][OH:14])[CH:8]=[C:7]([C:19]([OH:21])=[O:20])[C:6]3=[O:24])=[C:33]([C:40]2[S:41][CH:42]=[C:43]([C:45]([F:48])([F:47])[F:46])[N:44]=2)[CH:32]=1)[CH3:27], predict the reactants needed to synthesize it. The reactants are: [F:1][C:2]1[N:11]=[C:10]2[C:5]([C:6](=[O:24])[C:7]([C:19]([O:21]CC)=[O:20])=[CH:8][N:9]2[C@@H:12]([C:15]([CH3:18])([CH3:17])[CH3:16])[CH2:13][OH:14])=[CH:4][C:3]=1I.[CH2:26]([NH:28][C:29](=[O:49])[NH:30][C:31]1[N:36]=[CH:35][C:34](B(O)O)=[C:33]([C:40]2[S:41][CH:42]=[C:43]([C:45]([F:48])([F:47])[F:46])[N:44]=2)[CH:32]=1)[CH3:27].C(=O)([O-])[O-].[K+].[K+].